Regression/Classification. Given a drug SMILES string, predict its absorption, distribution, metabolism, or excretion properties. Task type varies by dataset: regression for continuous measurements (e.g., permeability, clearance, half-life) or binary classification for categorical outcomes (e.g., BBB penetration, CYP inhibition). Dataset: cyp3a4_veith. From a dataset of CYP3A4 inhibition data for predicting drug metabolism from PubChem BioAssay. (1) The compound is C=CCn1c(SCc2ccc(C(=O)Nc3ccccc3)cc2)nnc1-c1ccccc1. The result is 1 (inhibitor). (2) The compound is CN(C)c1ncc2nc(CCc3ccccc3)c(=O)n(CCc3ccccc3)c2n1. The result is 1 (inhibitor). (3) The result is 1 (inhibitor). The compound is Cc1ccc(S(=O)(=O)N[C@@H]2COC(=O)C/C=C\[C@@H](C)[C@@H](NS(=O)(=O)c3ccc(C)cc3)COC(=O)C/C=C\[C@H]2C)cc1. (4) The molecule is COCC(=O)N1CCC2(CC1)CCN(C(=O)Nc1cccc(F)c1)CC2. The result is 0 (non-inhibitor). (5) The compound is COc1ccccc1CNc1ccnc(-c2cccc(NS(C)(=O)=O)c2)n1. The result is 1 (inhibitor). (6) The molecule is N[C@@H](Cc1c[nH]c2ccc([N+](=O)[O-])cc12)C(=O)O. The result is 0 (non-inhibitor).